This data is from Full USPTO retrosynthesis dataset with 1.9M reactions from patents (1976-2016). The task is: Predict the reactants needed to synthesize the given product. (1) Given the product [CH3:3][C:4]1[CH:17]=[C:16]([CH3:18])[C:15]2[S:14](=[O:23])(=[O:20])[C:13]3[C:8](=[CH:9][CH:10]=[CH:11][CH:12]=3)[C:7](=[O:19])[C:6]=2[CH:5]=1, predict the reactants needed to synthesize it. The reactants are: OO.[CH3:3][C:4]1[CH:17]=[C:16]([CH3:18])[C:15]2[S:14][C:13]3[C:8](=[CH:9][CH:10]=[CH:11][CH:12]=3)[C:7](=[O:19])[C:6]=2[CH:5]=1.[OH2:20].C(O)(=[O:23])C. (2) Given the product [C:1]([C:4]1[C:9]2[S:10][C:11]([C:14]([NH:16][C:17]3[CH:26]=[CH:25][C:24]4[C:19](=[CH:20][CH:21]=[CH:22][C:23]=4[C:27]([N:61]4[CH2:62][CH:59]([OH:58])[CH2:60]4)=[O:29])[N:18]=3)=[O:15])=[C:12]([CH3:13])[C:8]=2[C:7]([CH2:30][O:31][CH3:32])=[CH:6][CH:5]=1)(=[O:3])[CH3:2], predict the reactants needed to synthesize it. The reactants are: [C:1]([C:4]1[C:9]2[S:10][C:11]([C:14]([NH:16][C:17]3[CH:26]=[CH:25][C:24]4[C:23]([C:27]([OH:29])=O)=[CH:22][CH:21]=[CH:20][C:19]=4[N:18]=3)=[O:15])=[C:12]([CH3:13])[C:8]=2[C:7]([CH2:30][O:31][CH3:32])=[CH:6][CH:5]=1)(=[O:3])[CH3:2].CN(C(ON1N=NC2C=CC=CC1=2)=[N+](C)C)C.F[P-](F)(F)(F)(F)F.Cl.[OH:58][CH:59]1[CH2:62][NH:61][CH2:60]1.